Dataset: Reaction yield outcomes from USPTO patents with 853,638 reactions. Task: Predict the reaction yield, written as a fraction of the theoretical maximum amount of product (1.0 means a 100% yield; for example, 0.34 means a 34% yield). (1) The yield is 0.570. The reactants are [CH3:1][CH:2]([CH3:6])[C:3](=[S:5])[NH2:4].Br[CH2:8][C:9](=O)[C:10]([O:12][CH2:13][CH3:14])=[O:11]. The product is [CH:2]([C:3]1[S:5][CH:8]=[C:9]([C:10]([O:12][CH2:13][CH3:14])=[O:11])[N:4]=1)([CH3:6])[CH3:1]. The catalyst is C(O)C. (2) The reactants are [CH:1]([N:4]1[CH2:9][CH2:8][CH:7]([O:10][C:11]2[CH:19]=[CH:18][C:17]3[N:16]4[C@H:20]([CH3:25])[CH2:21][NH:22][C:23](=[O:24])[C:15]4=[CH:14][C:13]=3[CH:12]=2)[CH2:6][CH2:5]1)([CH3:3])[CH3:2].[H-].[Na+].Cl.Cl[CH2:30][C:31]1[CH:36]=[CH:35][CH:34]=[CH:33][N:32]=1. No catalyst specified. The product is [CH:1]([N:4]1[CH2:9][CH2:8][CH:7]([O:10][C:11]2[CH:19]=[CH:18][C:17]3[N:16]4[C@H:20]([CH3:25])[CH2:21][N:22]([CH2:30][C:31]5[CH:36]=[CH:35][CH:34]=[CH:33][N:32]=5)[C:23](=[O:24])[C:15]4=[CH:14][C:13]=3[CH:12]=2)[CH2:6][CH2:5]1)([CH3:3])[CH3:2]. The yield is 0.670. (3) The reactants are [CH3:1][C:2]1[C:6]([CH2:7][N:8]2[CH:12]=[C:11]([NH2:13])[CH:10]=[N:9]2)=[C:5]([CH3:14])[O:4][N:3]=1.[Cl:15][CH2:16][CH2:17][N:18]=[C:19]=[O:20]. The catalyst is C(#N)C. The product is [Cl:15][CH2:16][CH2:17][NH:18][C:19]([NH:13][C:11]1[CH:10]=[N:9][N:8]([CH2:7][C:6]2[C:2]([CH3:1])=[N:3][O:4][C:5]=2[CH3:14])[CH:12]=1)=[O:20]. The yield is 0.400. (4) The yield is 0.950. The reactants are [C:1]1(OC)C=CC=C[CH:2]=1.F[C:10](F)(F)[S:11](O)(=O)=O.[C:17]([O-:20])(O)=[O:18].[Na+].[C:22](O)([C:24](F)(F)F)=O. The product is [CH2:1]([O:20][C:17](=[O:18])[CH2:22][CH2:24][CH2:10][SH:11])[CH3:2]. No catalyst specified. (5) The reactants are [NH:1]1[CH:5]=[C:4]([B:6]2[O:14][C:11]([CH3:13])([CH3:12])[C:8]([CH3:10])([CH3:9])[O:7]2)[CH:3]=[N:2]1.C[Si]([N-][Si](C)(C)C)(C)C.[Na+].Cl[CH2:26][CH:27]([OH:31])[CH2:28][O:29][CH3:30].C(N(CC)CC)C. The catalyst is C1COCC1.CCOC(C)=O.O. The product is [CH3:30][O:29][CH2:28][CH:27]([OH:31])[CH2:26][N:2]1[CH:3]=[C:4]([B:6]2[O:7][C:8]([CH3:9])([CH3:10])[C:11]([CH3:13])([CH3:12])[O:14]2)[CH:5]=[N:1]1. The yield is 0.960. (6) The reactants are C(OC([NH:8][C@H:9]([C:14](O)=[O:15])[CH2:10][CH:11]([CH3:13])[CH3:12])=O)(C)(C)C.[F:17][C:18]([F:31])([F:30])[C:19]1[CH:20]=[C:21]([CH:23]=[C:24]([C:26]([F:29])([F:28])[F:27])[CH:25]=1)[NH2:22]. No catalyst specified. The product is [NH2:8][C@@H:9]([CH2:10][CH:11]([CH3:13])[CH3:12])[C:14]([NH:22][C:21]1[CH:20]=[C:19]([C:18]([F:30])([F:31])[F:17])[CH:25]=[C:24]([C:26]([F:27])([F:28])[F:29])[CH:23]=1)=[O:15]. The yield is 0.252. (7) The reactants are [CH2:1]([C:3](=[CH2:6])[CH:4]=[O:5])[CH3:2].[SH:7][C:8]1[CH:21]=[CH:20][CH:19]=[CH:18][C:9]=1[C:10]([C:12]1[CH:17]=[CH:16][CH:15]=[CH:14][CH:13]=1)=[O:11].C(N(CC)CC)C. The catalyst is C1COCC1.CCOCC. The product is [C:10]([C:9]1[CH:18]=[CH:19][CH:20]=[CH:21][C:8]=1[S:7][CH2:6][CH:3]([CH2:1][CH3:2])[CH:4]=[O:5])(=[O:11])[C:12]1[CH:17]=[CH:16][CH:15]=[CH:14][CH:13]=1. The yield is 0.640. (8) The reactants are [O:1]=[C:2]1[CH:10]=[CH:9][CH:8]=[C:7]2[N:3]1[C@H:4]([C:11]([O:13]C)=[O:12])[CH2:5][CH2:6]2.[Li+].[OH-]. The catalyst is C1COCC1. The product is [O:1]=[C:2]1[CH:10]=[CH:9][CH:8]=[C:7]2[N:3]1[C@H:4]([C:11]([OH:13])=[O:12])[CH2:5][CH2:6]2. The yield is 0.920.